From a dataset of CYP3A4 inhibition data for predicting drug metabolism from PubChem BioAssay. Regression/Classification. Given a drug SMILES string, predict its absorption, distribution, metabolism, or excretion properties. Task type varies by dataset: regression for continuous measurements (e.g., permeability, clearance, half-life) or binary classification for categorical outcomes (e.g., BBB penetration, CYP inhibition). Dataset: cyp3a4_veith. (1) The compound is Cc1cccc(/C=N/n2c(C)nnc2C)c1. The result is 0 (non-inhibitor). (2) The molecule is C=CCn1cnc2scc(-c3ccccc3)c2c1=O. The result is 1 (inhibitor).